Dataset: Catalyst prediction with 721,799 reactions and 888 catalyst types from USPTO. Task: Predict which catalyst facilitates the given reaction. (1) Reactant: [F-].C([N+](CCCC)(CCCC)CCCC)CCC.[Si]([O:26][CH2:27][C:28]1([CH2:58][O:59][Si](C(C)(C)C)(C)C)[O:32][N:31]=[C:30]([C:33]2[CH:38]=[CH:37][C:36]([C:39]3[CH:44]=[CH:43][C:42]([N:45]4[CH2:49][C@H:48]([CH2:50][N:51]5[CH:55]=[CH:54][N:53]=[N:52]5)[O:47][C:46]4=[O:56])=[CH:41][C:40]=3[F:57])=[CH:35][CH:34]=2)[CH2:29]1)(C(C)(C)C)(C)C.O. Product: [OH:59][CH2:58][C:28]1([CH2:27][OH:26])[O:32][N:31]=[C:30]([C:33]2[CH:38]=[CH:37][C:36]([C:39]3[CH:44]=[CH:43][C:42]([N:45]4[CH2:49][C@H:48]([CH2:50][N:51]5[CH:55]=[CH:54][N:53]=[N:52]5)[O:47][C:46]4=[O:56])=[CH:41][C:40]=3[F:57])=[CH:35][CH:34]=2)[CH2:29]1. The catalyst class is: 1. (2) Reactant: [F:1][C:2]1[CH:22]=[CH:21][C:5]([CH2:6][NH:7][C@H:8]2[CH:14]3[CH2:15][CH2:16][CH:10]([CH:11]4[CH:13]3[CH2:12]4)[C@H:9]2[C:17](OC)=[O:18])=[CH:4][CH:3]=1.[CH3:23][S:24]([NH:27][C:28]1[CH:43]=[CH:42][C:31]2[NH:32][C:33]([CH2:38][C:39](O)=[O:40])=[N:34][S:35](=[O:37])(=[O:36])[C:30]=2[CH:29]=1)(=[O:26])=[O:25].CN1CCOCC1.Cl.CN(C)CCCN=C=NCC.C(N(CC)CC)C. Product: [F:1][C:2]1[CH:3]=[CH:4][C:5]([CH2:6][N:7]2[C:39](=[O:40])[C:38]([C:33]3[NH:32][C:31]4[CH:42]=[CH:43][C:28]([NH:27][S:24]([CH3:23])(=[O:26])=[O:25])=[CH:29][C:30]=4[S:35](=[O:37])(=[O:36])[N:34]=3)=[C:17]([OH:18])[C@H:9]3[C@@H:8]2[CH:14]2[CH2:15][CH2:16][CH:10]3[CH:11]3[CH:13]2[CH2:12]3)=[CH:21][CH:22]=1. The catalyst class is: 42. (3) Reactant: [C:1]([O:5][C:6]([NH:8][CH2:9][C:10]([CH:17]1[CH2:22][CH2:21][CH2:20][CH2:19][CH2:18]1)([CH3:16])[C:11]([O:13][CH2:14][CH3:15])=[O:12])=[O:7])([CH3:4])([CH3:3])[CH3:2].[C:23](OC(NCC(C1CCCCC=1)(C)C(OCC)=O)=O)(C)(C)C.CI.[H-].[Na+]. Product: [C:1]([O:5][C:6]([N:8]([CH3:23])[CH2:9][C:10]([C:17]1[CH2:18][CH2:19][CH2:20][CH2:21][CH:22]=1)([CH3:16])[C:11]([O:13][CH2:14][CH3:15])=[O:12])=[O:7])([CH3:2])([CH3:3])[CH3:4]. The catalyst class is: 3. (4) Reactant: [CH3:1][S-:2].[Na+].C([O:6][C:7](=[O:29])[C:8]1[CH:13]=[CH:12][CH:11]=[C:10]([C:14]2[CH2:18][CH2:17][CH2:16][C:15]=2[C:19]2[CH:24]=[C:23](SC)[CH:22]=[CH:21][C:20]=2[O:27]C)[CH:9]=1)C.C([O:32]CC)C.[OH2:35]. Product: [CH3:1][S:2]([C:23]1[CH:22]=[CH:21][C:20]([OH:27])=[C:19]([C:15]2[CH2:16][CH2:17][CH2:18][C:14]=2[C:10]2[CH:9]=[C:8]([CH:13]=[CH:12][CH:11]=2)[C:7]([OH:6])=[O:29])[CH:24]=1)(=[O:32])=[O:35]. The catalyst class is: 9.